This data is from Forward reaction prediction with 1.9M reactions from USPTO patents (1976-2016). The task is: Predict the product of the given reaction. (1) Given the reactants [C:12]([O:11][C:9](O[C:9]([O:11][C:12]([CH3:15])([CH3:14])[CH3:13])=[O:10])=[O:10])([CH3:15])([CH3:14])[CH3:13].[F:16][C:17]([F:31])([F:30])[C:18]1[CH:29]=[CH:28][C:21]2[NH:22][CH2:23][CH2:24][CH2:25][C:26](=[O:27])[C:20]=2[CH:19]=1.CN(C1C=CC=CN=1)C.C(N(C(C)C)CC)(C)C, predict the reaction product. The product is: [C:12]([O:11][C:9]([N:22]1[CH2:23][CH2:24][CH2:25][C:26](=[O:27])[C:20]2[CH:19]=[C:18]([C:17]([F:16])([F:30])[F:31])[CH:29]=[CH:28][C:21]1=2)=[O:10])([CH3:13])([CH3:14])[CH3:15]. (2) Given the reactants [CH:1]1([CH2:4][O:5][C:6]2[CH:11]=[CH:10][C:9]([C:12]3[O:13][C:14]4[CH2:24][CH2:23][C:18]5(OCC[O:19]5)[CH2:17][C:15]=4[N:16]=3)=[CH:8][C:7]=2[F:25])[CH2:3][CH2:2]1.C1COCC1.Cl.C(=O)([O-])O.[Na+], predict the reaction product. The product is: [CH:1]1([CH2:4][O:5][C:6]2[CH:11]=[CH:10][C:9]([C:12]3[O:13][C:14]4[CH2:24][CH2:23][CH:18]([OH:19])[CH2:17][C:15]=4[N:16]=3)=[CH:8][C:7]=2[F:25])[CH2:2][CH2:3]1.